This data is from TCR-epitope binding with 47,182 pairs between 192 epitopes and 23,139 TCRs. The task is: Binary Classification. Given a T-cell receptor sequence (or CDR3 region) and an epitope sequence, predict whether binding occurs between them. (1) The epitope is IVTDFSVIK. The TCR CDR3 sequence is CASSQVTGPYTEAFF. Result: 1 (the TCR binds to the epitope). (2) The epitope is KAFSPEVIPMF. The TCR CDR3 sequence is CASSGTASFDEQFF. Result: 1 (the TCR binds to the epitope). (3) The epitope is KPLEFGATSAAL. The TCR CDR3 sequence is CASTPEVSSYNEQFF. Result: 1 (the TCR binds to the epitope). (4) The epitope is LPRRSGAAGA. The TCR CDR3 sequence is CAWRDRVYDEKLFF. Result: 1 (the TCR binds to the epitope). (5) The epitope is TEKSNIIRGW. The TCR CDR3 sequence is CASSPIAGSSYEQYF. Result: 0 (the TCR does not bind to the epitope). (6) The TCR CDR3 sequence is CASSLGLGSAKNIQYF. The epitope is LLWNGPMAV. Result: 1 (the TCR binds to the epitope).